This data is from Full USPTO retrosynthesis dataset with 1.9M reactions from patents (1976-2016). The task is: Predict the reactants needed to synthesize the given product. (1) The reactants are: [CH3:1][O:2][C:3](=[O:20])/[C:4](/[CH3:19])=[CH:5]/[CH2:6][CH2:7][C:8]([CH3:18])=[CH:9][CH2:10][CH2:11][C:12]1[CH:17]=[CH:16][CH:15]=[CH:14][CH:13]=1.COC(C(=P(C1C=CC=CC=1)(C1C=CC=CC=1)C1C=CC=CC=1)C)=O. Given the product [CH3:1][O:2][C:3](=[O:20])/[C:4](/[CH3:19])=[CH:5]/[CH2:6][CH2:7][C:8]([CH3:18])=[CH:9][CH2:10][CH2:11][C:12]1[CH:13]=[CH:14][CH:15]=[CH:16][CH:17]=1.[CH3:19]/[C:4](=[CH:5]\[CH2:6][CH2:7]/[C:8](/[CH3:18])=[CH:9]/[CH2:10][CH2:11][C:12]1[CH:13]=[CH:14][CH:15]=[CH:16][CH:17]=1)/[CH2:3][OH:2], predict the reactants needed to synthesize it. (2) Given the product [CH2:1]([NH:3][C:4](=[O:43])[NH:5][C:6]1[N:11]=[CH:10][C:9]([C:12]2[CH:13]=[C:14]3[C:19](=[CH:20][CH:21]=2)[N:18]([C@@H:22]2[CH2:27][CH2:26][CH2:25][N:24]([CH2:45][CH2:44][S:46]([CH3:49])(=[O:48])=[O:47])[CH2:23]2)[CH:17]=[C:16]([C:28]([O:30][CH2:31][CH3:32])=[O:29])[C:15]3=[O:33])=[C:8]([C:34]2[S:35][CH:36]=[C:37]([C:39]([F:42])([F:41])[F:40])[N:38]=2)[CH:7]=1)[CH3:2], predict the reactants needed to synthesize it. The reactants are: [CH2:1]([NH:3][C:4](=[O:43])[NH:5][C:6]1[N:11]=[CH:10][C:9]([C:12]2[CH:13]=[C:14]3[C:19](=[CH:20][CH:21]=2)[N:18]([C@@H:22]2[CH2:27][CH2:26][CH2:25][NH:24][CH2:23]2)[CH:17]=[C:16]([C:28]([O:30][CH2:31][CH3:32])=[O:29])[C:15]3=[O:33])=[C:8]([C:34]2[S:35][CH:36]=[C:37]([C:39]([F:42])([F:41])[F:40])[N:38]=2)[CH:7]=1)[CH3:2].[CH:44]([S:46]([CH3:49])(=[O:48])=[O:47])=[CH2:45]. (3) Given the product [CH3:1][C@@H:2]1[N:8]([C:48]([C:42]2([CH3:41])[CH2:47][CH2:46][O:45][CH2:44][CH2:43]2)=[O:49])[CH2:7][C:6]2[CH:9]=[CH:10][C:11]([C:13]([O:15][CH3:16])=[O:14])=[CH:12][C:5]=2[O:4][CH2:3]1, predict the reactants needed to synthesize it. The reactants are: [CH3:1][C@@H:2]1[NH:8][CH2:7][C:6]2[CH:9]=[CH:10][C:11]([C:13]([O:15][CH3:16])=[O:14])=[CH:12][C:5]=2[O:4][CH2:3]1.CN(C(ON1N=NC2C=CC=NC1=2)=[N+](C)C)C.F[P-](F)(F)(F)(F)F.[CH3:41][C:42]1([C:48](O)=[O:49])[CH2:47][CH2:46][O:45][CH2:44][CH2:43]1.CCN(C(C)C)C(C)C. (4) Given the product [CH:1]1[CH:6]=[N:5][CH:4]=[C:3]2[CH2:7][O:8][C:9]3[CH:10]=[C:11]([NH:15][C:25](=[O:26])[C@H:24]([NH:23][C:21](=[O:22])[O:20][C:16]([CH3:19])([CH3:18])[CH3:17])[CH2:28][CH:29]([CH3:31])[CH3:30])[CH:12]=[CH:13][C:14]=3[C:2]=12, predict the reactants needed to synthesize it. The reactants are: [CH:1]1[CH:6]=[N:5][CH:4]=[C:3]2[CH2:7][O:8][C:9]3[CH:10]=[C:11]([NH2:15])[CH:12]=[CH:13][C:14]=3[C:2]=12.[C:16]([O:20][C:21]([NH:23][C@H:24]([CH2:28][CH:29]([CH3:31])[CH3:30])[C:25](O)=[O:26])=[O:22])([CH3:19])([CH3:18])[CH3:17].O=P(Cl)(Cl)Cl.